From a dataset of Peptide-MHC class I binding affinity with 185,985 pairs from IEDB/IMGT. Regression. Given a peptide amino acid sequence and an MHC pseudo amino acid sequence, predict their binding affinity value. This is MHC class I binding data. (1) The peptide sequence is PVVAAIITR. The MHC is HLA-A11:01 with pseudo-sequence HLA-A11:01. The binding affinity (normalized) is 0.308. (2) The peptide sequence is YHEDIHTYL. The MHC is HLA-A02:01 with pseudo-sequence HLA-A02:01. The binding affinity (normalized) is 0.0847. (3) The peptide sequence is IARLVYKAR. The MHC is HLA-B48:01 with pseudo-sequence HLA-B48:01. The binding affinity (normalized) is 0.0847. (4) The peptide sequence is KREEHYIVL. The MHC is HLA-B15:09 with pseudo-sequence HLA-B15:09. The binding affinity (normalized) is 0.0847. (5) The peptide sequence is IEVKFHPIL. The MHC is HLA-B27:05 with pseudo-sequence HLA-B27:05. The binding affinity (normalized) is 0.0847. (6) The peptide sequence is MIYELCTFR. The MHC is HLA-B15:01 with pseudo-sequence HLA-B15:01. The binding affinity (normalized) is 0.0847. (7) The binding affinity (normalized) is 0.733. The MHC is Mamu-B52 with pseudo-sequence Mamu-B52. The peptide sequence is RQFPTAYEF.